This data is from NCI-60 drug combinations with 297,098 pairs across 59 cell lines. The task is: Regression. Given two drug SMILES strings and cell line genomic features, predict the synergy score measuring deviation from expected non-interaction effect. (1) Drug 1: CC1=C(C=C(C=C1)NC(=O)C2=CC=C(C=C2)CN3CCN(CC3)C)NC4=NC=CC(=N4)C5=CN=CC=C5. Drug 2: CCCCCOC(=O)NC1=NC(=O)N(C=C1F)C2C(C(C(O2)C)O)O. Cell line: CCRF-CEM. Synergy scores: CSS=-9.99, Synergy_ZIP=1.04, Synergy_Bliss=-10.0, Synergy_Loewe=-16.8, Synergy_HSA=-15.7. (2) Drug 1: COC1=C2C(=CC3=C1OC=C3)C=CC(=O)O2. Drug 2: CC(C)CN1C=NC2=C1C3=CC=CC=C3N=C2N. Cell line: RXF 393. Synergy scores: CSS=-4.52, Synergy_ZIP=3.06, Synergy_Bliss=0.408, Synergy_Loewe=-5.29, Synergy_HSA=-5.04. (3) Drug 1: CC12CCC3C(C1CCC2O)C(CC4=C3C=CC(=C4)O)CCCCCCCCCS(=O)CCCC(C(F)(F)F)(F)F. Drug 2: CCC1=C2CN3C(=CC4=C(C3=O)COC(=O)C4(CC)O)C2=NC5=C1C=C(C=C5)O. Cell line: LOX IMVI. Synergy scores: CSS=21.5, Synergy_ZIP=5.46, Synergy_Bliss=4.24, Synergy_Loewe=-30.1, Synergy_HSA=-1.90. (4) Drug 1: CC1=C2C(C(=O)C3(C(CC4C(C3C(C(C2(C)C)(CC1OC(=O)C(C(C5=CC=CC=C5)NC(=O)OC(C)(C)C)O)O)OC(=O)C6=CC=CC=C6)(CO4)OC(=O)C)OC)C)OC. Drug 2: C#CCC(CC1=CN=C2C(=N1)C(=NC(=N2)N)N)C3=CC=C(C=C3)C(=O)NC(CCC(=O)O)C(=O)O. Cell line: SK-MEL-28. Synergy scores: CSS=35.4, Synergy_ZIP=2.73, Synergy_Bliss=2.46, Synergy_Loewe=1.25, Synergy_HSA=2.68. (5) Drug 1: CN1CCC(CC1)COC2=C(C=C3C(=C2)N=CN=C3NC4=C(C=C(C=C4)Br)F)OC. Drug 2: CC1C(C(CC(O1)OC2CC(CC3=C2C(=C4C(=C3O)C(=O)C5=CC=CC=C5C4=O)O)(C(=O)C)O)N)O. Cell line: UACC-257. Synergy scores: CSS=60.0, Synergy_ZIP=4.72, Synergy_Bliss=10.5, Synergy_Loewe=-10.6, Synergy_HSA=11.3. (6) Cell line: SF-295. Drug 2: C1=NC(=NC(=O)N1C2C(C(C(O2)CO)O)O)N. Synergy scores: CSS=12.6, Synergy_ZIP=-1.99, Synergy_Bliss=4.27, Synergy_Loewe=-1.12, Synergy_HSA=-1.04. Drug 1: CC1=C2C(C(=O)C3(C(CC4C(C3C(C(C2(C)C)(CC1OC(=O)C(C(C5=CC=CC=C5)NC(=O)OC(C)(C)C)O)O)OC(=O)C6=CC=CC=C6)(CO4)OC(=O)C)O)C)O. (7) Drug 1: C1=NC(=NC(=O)N1C2C(C(C(O2)CO)O)O)N. Drug 2: C(CCl)NC(=O)N(CCCl)N=O. Cell line: HOP-62. Synergy scores: CSS=15.1, Synergy_ZIP=-9.06, Synergy_Bliss=0.633, Synergy_Loewe=-12.4, Synergy_HSA=-0.0691.